This data is from Forward reaction prediction with 1.9M reactions from USPTO patents (1976-2016). The task is: Predict the product of the given reaction. (1) Given the reactants [Cl:1][C:2]1[CH:7]=[CH:6][CH:5]=[CH:4][C:3]=1[CH:8]([O:10][C:11](=[O:27])[NH:12][C:13]1[C:14]([CH3:26])=[N:15][O:16][C:17]=1[C:18]1[CH:23]=[CH:22][C:21]([CH2:24]Cl)=[CH:20][CH:19]=1)[CH3:9].[SH:28][C:29]1[CH:30]=[C:31]([CH2:35][C:36]([OH:38])=[O:37])[CH:32]=[CH:33][CH:34]=1, predict the reaction product. The product is: [Cl:1][C:2]1[CH:7]=[CH:6][CH:5]=[CH:4][C:3]=1[CH:8]([O:10][C:11]([NH:12][C:13]1[C:14]([CH3:26])=[N:15][O:16][C:17]=1[C:18]1[CH:23]=[CH:22][C:21]([CH2:24][S:28][C:29]2[CH:30]=[C:31]([CH2:35][C:36]([OH:38])=[O:37])[CH:32]=[CH:33][CH:34]=2)=[CH:20][CH:19]=1)=[O:27])[CH3:9]. (2) Given the reactants [CH3:1][NH2:2].Br[CH2:4][CH2:5][C:6]1[CH:11]=[CH:10][C:9]([F:12])=[CH:8][C:7]=1[N+:13]([O-:15])=[O:14], predict the reaction product. The product is: [F:12][C:9]1[CH:10]=[CH:11][C:6]([CH2:5][CH2:4][NH:2][CH3:1])=[C:7]([N+:13]([O-:15])=[O:14])[CH:8]=1. (3) Given the reactants [CH2:1]([N:7]=[C:8]=[O:9])[CH2:2][CH2:3][CH2:4][CH2:5][CH3:6].Cl.[CH2:11](N)[C:12]1[CH:17]=[CH:16][CH:15]=[CH:14][CH:13]=1.C([N:22](C(C)C)CC)(C)C, predict the reaction product. The product is: [CH2:1]([N:7]([CH2:11][C:12]1[CH:17]=[CH:16][CH:15]=[CH:14][CH:13]=1)[C:8]([NH2:22])=[O:9])[CH2:2][CH2:3][CH2:4][CH2:5][CH3:6].